Predict which catalyst facilitates the given reaction. From a dataset of Catalyst prediction with 721,799 reactions and 888 catalyst types from USPTO. (1) Reactant: [CH3:1][NH:2][C:3]([C:5]1[N:9]=[C:8]([CH3:10])[N:7]([C:11]2[CH:16]=[CH:15][C:14]([N+:17]([O-])=O)=[CH:13][CH:12]=2)[N:6]=1)=[O:4].[H][H]. Product: [CH3:1][NH:2][C:3]([C:5]1[N:9]=[C:8]([CH3:10])[N:7]([C:11]2[CH:12]=[CH:13][C:14]([NH2:17])=[CH:15][CH:16]=2)[N:6]=1)=[O:4]. The catalyst class is: 19. (2) Reactant: Cl.[C:2]([C:6]1[CH:10]=[C:9]([NH2:11])[N:8]([CH2:12][C@H:13]2[CH2:17][CH2:16][CH2:15][O:14]2)[N:7]=1)([CH3:5])([CH3:4])[CH3:3].C(N(CC)CC)C.[F:25][C:26]1[C:34]([C:35]([F:38])([F:37])[F:36])=[CH:33][CH:32]=[CH:31][C:27]=1[C:28](Cl)=[O:29]. Product: [C:2]([C:6]1[CH:10]=[C:9]([NH:11][C:28](=[O:29])[C:27]2[CH:31]=[CH:32][CH:33]=[C:34]([C:35]([F:36])([F:37])[F:38])[C:26]=2[F:25])[N:8]([CH2:12][C@H:13]2[CH2:17][CH2:16][CH2:15][O:14]2)[N:7]=1)([CH3:5])([CH3:3])[CH3:4]. The catalyst class is: 2. (3) Reactant: [CH2:1]([O:8][CH2:9][CH2:10][CH:11]1[CH2:20][CH:19]([NH:21][CH2:22][C:23]2[CH:28]=[C:27]([C:29]([F:32])([F:31])[F:30])[CH:26]=[C:25]([C:33]([F:36])([F:35])[F:34])[CH:24]=2)[C:18]2[C:13](=[CH:14][CH:15]=[C:16]([C:37]([F:40])([F:39])[F:38])[CH:17]=2)[N:12]1[C:41](=[O:46])[C:42]([F:45])([F:44])[F:43])[C:2]1[CH:7]=[CH:6][CH:5]=[CH:4][CH:3]=1.N1C=CC=CC=1.Cl[C:54]([O:56][CH3:57])=[O:55]. Product: [CH3:57][O:56][C:54](=[O:55])[N:21]([CH:19]1[C:18]2[C:13](=[CH:14][CH:15]=[C:16]([C:37]([F:40])([F:38])[F:39])[CH:17]=2)[N:12]([C:41](=[O:46])[C:42]([F:43])([F:44])[F:45])[CH:11]([CH2:10][CH2:9][O:8][CH2:1][C:2]2[CH:3]=[CH:4][CH:5]=[CH:6][CH:7]=2)[CH2:20]1)[CH2:22][C:23]1[CH:24]=[C:25]([C:33]([F:34])([F:35])[F:36])[CH:26]=[C:27]([C:29]([F:30])([F:31])[F:32])[CH:28]=1. The catalyst class is: 4. (4) Reactant: [CH3:1][C:2]1[CH:7]=[CH:6][C:5]([S:8]([O:11][CH2:12][CH2:13][O:14][CH2:15][CH2:16][CH2:17][O:18][CH2:19][C:20]([O:22]C(C)(C)C)=[O:21])(=[O:10])=[O:9])=[CH:4][CH:3]=1.FC(F)(F)C(O)=O. Product: [CH3:1][C:2]1[CH:7]=[CH:6][C:5]([S:8]([O:11][CH2:12][CH2:13][O:14][CH2:15][CH2:16][CH2:17][O:18][CH2:19][C:20]([OH:22])=[O:21])(=[O:9])=[O:10])=[CH:4][CH:3]=1. The catalyst class is: 4.